Dataset: Full USPTO retrosynthesis dataset with 1.9M reactions from patents (1976-2016). Task: Predict the reactants needed to synthesize the given product. (1) The reactants are: [CH:1]1([O:6][C:7]2[CH:12]=[CH:11][CH:10]=[CH:9][C:8]=2[N:13]2[CH2:18][CH2:17][N:16]([CH2:19][CH:20]([OH:30])[CH2:21][N:22]3[C:26](=[O:27])[CH:25]=[C:24]([CH3:28])[C:23]3=[O:29])[CH2:15][CH2:14]2)[CH2:5][CH2:4][CH2:3][CH2:2]1.[CH:31]1([NH2:34])[CH2:33][CH2:32]1. Given the product [CH:1]1([O:6][C:7]2[CH:12]=[CH:11][CH:10]=[CH:9][C:8]=2[N:13]2[CH2:14][CH2:15][N:16]([CH2:19][CH:20]([OH:30])[CH2:21][N:22]3[C:23](=[O:29])[CH:24]([CH3:28])[CH:25]([NH:34][CH:31]4[CH2:33][CH2:32]4)[C:26]3=[O:27])[CH2:17][CH2:18]2)[CH2:2][CH2:3][CH2:4][CH2:5]1, predict the reactants needed to synthesize it. (2) Given the product [N:30]1([CH2:24][C:25]([NH:27][C:28]([N:13]2[CH2:14][CH2:15][N:10]3[C:9](=[O:16])[O:8][C:7]([C:1]4[CH:6]=[CH:5][CH:4]=[CH:3][CH:2]=4)([C:17]4[CH:18]=[CH:19][CH:20]=[CH:21][CH:22]=4)[CH:11]3[CH2:12]2)=[O:29])=[O:26])[CH2:31][CH:32]=[CH:33][CH2:34][CH2:35]1, predict the reactants needed to synthesize it. The reactants are: [C:1]1([C:7]2([C:17]3[CH:22]=[CH:21][CH:20]=[CH:19][CH:18]=3)[CH:11]3[CH2:12][NH:13][CH2:14][CH2:15][N:10]3[C:9](=[O:16])[O:8]2)[CH:6]=[CH:5][CH:4]=[CH:3][CH:2]=1.Cl[CH2:24][C:25]([N:27]=[C:28]=[O:29])=[O:26].[NH:30]1[CH2:35][CH:34]=[CH:33][CH2:32][CH2:31]1.C(OCC)(=O)C. (3) The reactants are: [CH3:1][C:2]1[C:14]2[C:5](=[N:6][C:7]3[C:12]([C:13]=2[NH2:15])=[CH:11][CH:10]=[CH:9][CH:8]=3)[N:4]([C:16]2[CH:21]=[CH:20][CH:19]=[CH:18][N:17]=2)[N:3]=1.[ClH:22].C(OCC)(=O)C. Given the product [ClH:22].[CH3:1][C:2]1[C:14]2[C:5](=[N:6][C:7]3[C:12]([C:13]=2[NH2:15])=[CH:11][CH:10]=[CH:9][CH:8]=3)[N:4]([C:16]2[CH:21]=[CH:20][CH:19]=[CH:18][N:17]=2)[N:3]=1, predict the reactants needed to synthesize it. (4) Given the product [ClH:13].[CH2:1]([C:5]1[CH:6]=[CH:7][C:8]([CH2:9][NH2:10])=[CH:11][CH:12]=1)[CH2:2][CH2:3][CH3:4], predict the reactants needed to synthesize it. The reactants are: [CH2:1]([C:5]1[CH:12]=[CH:11][C:8]([C:9]#[N:10])=[CH:7][CH:6]=1)[CH2:2][CH2:3][CH3:4].[ClH:13]. (5) Given the product [O:1]=[CH:2][C@H:3]([C@H:5]([C@@H:7]([C@H:9]([C:11]([OH:13])=[O:12])[OH:10])[OH:8])[OH:6])[OH:4].[O:14]=[CH:15][C@H:16]([C@H:18]([C@@H:20]([C@@H:22]([C:24]([OH:26])=[O:25])[OH:23])[OH:21])[OH:19])[OH:17], predict the reactants needed to synthesize it. The reactants are: [O:1]=[CH:2][C@H:3]([C@H:5]([C@@H:7]([C@@H:9]([C:11]([OH:13])=[O:12])[OH:10])[OH:8])[OH:6])[OH:4].[O:14]=[CH:15][C@@H:16]([C@@H:18]([C@H:20]([C@@H:22]([C:24]([OH:26])=[O:25])[OH:23])[OH:21])[OH:19])[OH:17].